Task: Predict the product of the given reaction.. Dataset: Forward reaction prediction with 1.9M reactions from USPTO patents (1976-2016) (1) Given the reactants [Cl:1][C:2]1[CH:7]=[CH:6][N:5]=[C:4]2[C:8]([C:18](=[O:27])[NH:19][C@@H:20]3[CH2:25][CH2:24][O:23][CH2:22][C@H:21]3[OH:26])=[CH:9][N:10](C(OC(C)(C)C)=O)[C:3]=12.Cl, predict the reaction product. The product is: [Cl:1][C:2]1[CH:7]=[CH:6][N:5]=[C:4]2[C:8]([C:18]([NH:19][C@@H:20]3[CH2:25][CH2:24][O:23][CH2:22][C@H:21]3[OH:26])=[O:27])=[CH:9][NH:10][C:3]=12. (2) Given the reactants [CH2:1]([O:3][C:4](=O)[C@H:5]([O:7][C:8]1[CH:13]=[C:12]([NH:14][S:15]([CH3:18])(=[O:17])=[O:16])[N:11]=[C:10]([S:19][CH2:20][C:21]2[CH:26]=[CH:25][CH:24]=[C:23]([F:27])[C:22]=2[F:28])[N:9]=1)[CH3:6])[CH3:2].[BH4-].[Li+], predict the reaction product. The product is: [CH3:2][CH2:1][O:3][CH2:4][CH3:5].[CH3:24][CH2:23][CH2:22][CH:21]([CH3:26])[CH3:20].[F:28][C:22]1[C:23]([F:27])=[CH:24][CH:25]=[CH:26][C:21]=1[CH2:20][S:19][C:10]1[N:11]=[C:12]([NH:14][S:15]([CH3:18])(=[O:17])=[O:16])[CH:13]=[C:8]([O:7][C@H:5]([CH3:6])[CH2:4][OH:3])[N:9]=1. (3) Given the reactants [N:1]1[C:5]2[CH2:6][CH2:7][CH:8]([C:10]([OH:12])=O)[CH2:9][C:4]=2[NH:3][CH:2]=1.[Cl:13][C:14]1[CH:24]=[CH:23][C:17]([O:18][CH2:19][CH2:20][CH2:21][NH2:22])=[CH:16][CH:15]=1, predict the reaction product. The product is: [ClH:13].[Cl:13][C:14]1[CH:24]=[CH:23][C:17]([O:18][CH2:19][CH2:20][CH2:21][NH:22][C:10]([CH:8]2[CH2:7][CH2:6][C:5]3[NH:1][CH:2]=[N:3][C:4]=3[CH2:9]2)=[O:12])=[CH:16][CH:15]=1. (4) Given the reactants [NH2:1][C@@H:2]([CH2:6][CH3:7])[C:3]([OH:5])=[O:4].Cl[C:9](Cl)([O:11]C(=O)OC(Cl)(Cl)Cl)Cl, predict the reaction product. The product is: [CH2:6]([C@H:2]1[C:3](=[O:5])[O:4][C:9](=[O:11])[NH:1]1)[CH3:7]. (5) Given the reactants [H-].[Na+].[C:3](=[O:8])([O:6][CH3:7])OC.[CH3:9][C:10]1([CH3:17])[CH2:15][CH2:14][CH2:13][C:12](=[O:16])[CH2:11]1.[Cl-].[NH4+], predict the reaction product. The product is: [CH3:9][C:10]1([CH3:17])[CH2:15][CH2:14][CH:13]([C:3]([O:6][CH3:7])=[O:8])[C:12](=[O:16])[CH2:11]1. (6) Given the reactants Cl.Cl.[NH2:3][C@H:4]1[C:8]2([CH2:10][CH2:9]2)[CH2:7][NH:6][CH2:5]1.C(N(CC)CC)C.F[B]F.[F:21][C:22]1[CH:23]=[C:24]2[C:29](=[C:30]([O:33][CH3:34])[C:31]=1F)[N:28]([C@@H:35]1[CH2:37][C@@H:36]1[F:38])[CH:27]=[C:26]([C:39]([OH:41])=[O:40])[C:25]2=[O:42], predict the reaction product. The product is: [NH2:3][C@H:4]1[C:8]2([CH2:10][CH2:9]2)[CH2:7][N:6]([C:31]2[C:30]([O:33][CH3:34])=[C:29]3[C:24]([C:25](=[O:42])[C:26]([C:39]([OH:41])=[O:40])=[CH:27][N:28]3[C@@H:35]3[CH2:37][C@@H:36]3[F:38])=[CH:23][C:22]=2[F:21])[CH2:5]1. (7) Given the reactants [CH3:1][C:2]1[CH:3]=[N:4][CH:5]=[C:6]([CH:10]=1)[C:7](Cl)=[O:8].Cl[C:12]1[CH:31]=[CH:30][C:15]([C:16]([NH:18][C:19]2[CH:24]=[CH:23][CH:22]=[C:21]([CH:25]3[O:29]CC[O:26]3)[CH:20]=2)=O)=[CH:14][CH:13]=1.CC1CC(C(OC)=O)CC[NH:34]1.C(OC(C1CCN(CC2C=CC=C(NC(=O)C3C=CC(Cl)=CC=3)C=2)CC1)=O)C, predict the reaction product. The product is: [CH3:24][CH:23]1[CH2:22][CH:21]([C:25]([OH:29])=[O:26])[CH2:20][CH2:19][N:18]1[CH2:16][C:15]1[CH:30]=[CH:31][CH:12]=[C:13]([NH:34][C:7]([C:6]2[CH:5]=[N:4][CH:3]=[C:2]([CH3:1])[CH:10]=2)=[O:8])[CH:14]=1. (8) The product is: [CH3:1][C:2]1[C:7]([CH3:8])=[CH:6][C:5]([CH3:9])=[CH:4][N+:3]=1[O-:12]. Given the reactants [CH3:1][C:2]1[C:7]([CH3:8])=[CH:6][C:5]([CH3:9])=[CH:4][N:3]=1.C(O)(=[O:12])C.O.OO.S([O-])([O-])=O.[Na+].[Na+].C(=O)([O-])[O-].[Na+].[Na+], predict the reaction product. (9) Given the reactants [O:1]=[C:2]1[CH2:6][CH2:5][CH2:4][N:3]1[C:7]([O:9][C:10]([CH3:13])([CH3:12])[CH3:11])=[O:8].[Li+].CC([N-]C(C)C)C.Br[CH2:23][C:24]([O:26][CH2:27][CH3:28])=[O:25], predict the reaction product. The product is: [CH2:27]([O:26][C:24](=[O:25])[CH2:23][CH:6]1[CH2:5][CH2:4][N:3]([C:7]([O:9][C:10]([CH3:13])([CH3:12])[CH3:11])=[O:8])[C:2]1=[O:1])[CH3:28]. (10) Given the reactants N1C=CC=CC=1.Cl.[CH3:8][NH:9][O:10][CH3:11].[Cl:12][CH2:13][CH2:14][CH2:15][C:16](Cl)=[O:17], predict the reaction product. The product is: [Cl:12][CH2:13][CH2:14][CH2:15][C:16]([N:9]([O:10][CH3:11])[CH3:8])=[O:17].